This data is from Full USPTO retrosynthesis dataset with 1.9M reactions from patents (1976-2016). The task is: Predict the reactants needed to synthesize the given product. (1) Given the product [CH3:1][C:2](=[O:9])[CH2:3][CH2:4][CH2:5][CH2:6][CH2:7][CH3:8], predict the reactants needed to synthesize it. The reactants are: [CH3:1][CH:2]([OH:9])[CH2:3][CH2:4][CH2:5][CH2:6][CH2:7][CH3:8].OO. (2) Given the product [CH3:12][NH:13][C:10]1[CH:9]=[CH:8][C:2]2[N:33]([C:19](=[O:21])[CH3:20])[C:6]3[C:5]([S:4][C:3]=2[CH:11]=1)=[CH:24][C:22]([NH:25][CH3:29])=[CH:23][CH:7]=3, predict the reactants needed to synthesize it. The reactants are: [Cl-].[CH3:2][C:3]1[SH+:4][CH:5]=[CH:6][CH:7]=[CH:8][CH:9]=[CH:10][CH:11]=1.[CH3:12][NH:13]N.C(O[C:19](=[O:21])[CH3:20])(=O)C.[CH:22]([N:25]([CH2:29]C)C(C)C)([CH3:24])[CH3:23].C(#[N:33])C. (3) Given the product [N:34]1([C:32]2[N:31]=[CH:30][C:29]3[NH:39][C:26]([C:22]4[C:23]([F:40])=[CH:24][C:3]([CH3:2])=[C:4]([CH:21]=4)[C:5]([N:7]4[CH2:8][CH2:9][CH:10]([C:13]5[CH:20]=[CH:19][C:16]([C:17]#[N:18])=[CH:15][CH:14]=5)[CH2:11][CH2:12]4)=[O:6])=[N:27][C:28]=3[CH:33]=2)[CH2:37][CH2:36][CH2:35]1, predict the reactants needed to synthesize it. The reactants are: Cl.[CH3:2][C:3]1[CH:24]=[C:23](C)[C:22]([C:26]2[NH:39][C:29]3[CH:30]=[N:31][C:32]([N:34]4C[CH2:37][CH2:36][CH2:35]4)=[CH:33][C:28]=3[N:27]=2)=[CH:21][C:4]=1[C:5]([N:7]1[CH2:12][CH2:11][CH:10]([C:13]2[CH:20]=[CH:19][C:16]([C:17]#[N:18])=[CH:15][CH:14]=2)[CH2:9][CH2:8]1)=[O:6].[F:40]C1C=CC(C(O)=O)=C(C)C=1.N1CCC1.CC1C=C(C)C=CC=1C(O)=O.N1CCCC1. (4) Given the product [Cl:39][C:40]1[C:41]([C:50]([F:52])([F:51])[F:53])=[N:42][N:43]([CH2:46][C:47]([N:36]2[CH2:37][CH2:38][N:33]([C:31]3[CH:30]=[CH:29][CH:28]=[C:27]([O:26][CH3:25])[N:32]=3)[CH2:34][CH2:35]2)=[O:48])[C:44]=1[CH3:45], predict the reactants needed to synthesize it. The reactants are: CN(C(ON1N=NC2C=CC=NC1=2)=[N+](C)C)C.F[P-](F)(F)(F)(F)F.[CH3:25][O:26][C:27]1[N:32]=[C:31]([N:33]2[CH2:38][CH2:37][NH:36][CH2:35][CH2:34]2)[CH:30]=[CH:29][CH:28]=1.[Cl:39][C:40]1[C:41]([C:50]([F:53])([F:52])[F:51])=[N:42][N:43]([CH2:46][C:47](O)=[O:48])[C:44]=1[CH3:45].